This data is from Catalyst prediction with 721,799 reactions and 888 catalyst types from USPTO. The task is: Predict which catalyst facilitates the given reaction. (1) Reactant: [Br:1][C:2]1[CH:3]=[C:4]2[C:9](=[CH:10][CH:11]=1)[C:8](=[O:12])[NH:7][C:6](=[O:13])/[C:5]/2=[CH:14]/OC.[CH3:17][N:18]1[CH2:22][CH2:21][CH:20]([O:23][C:24]2[CH:29]=[CH:28][C:27]([NH2:30])=[CH:26][CH:25]=2)[CH2:19]1.[C:31]([OH:37])([C:33]([F:36])([F:35])[F:34])=[O:32].C(N(CC)CC)C. Product: [Br:1][C:2]1[CH:3]=[C:4]2[C:9](=[CH:10][CH:11]=1)[C:8](=[O:12])[NH:7][C:6](=[O:13])/[C:5]/2=[CH:14]\[NH:30][C:27]1[CH:26]=[CH:25][C:24]([O:23][CH:20]2[CH2:21][CH2:22][N:18]([CH3:17])[CH2:19]2)=[CH:29][CH:28]=1.[C:31]([OH:37])([C:33]([F:36])([F:35])[F:34])=[O:32]. The catalyst class is: 9. (2) Reactant: [OH:1][C@@H:2]1[CH2:26][CH2:25][C@@:24]2([CH3:27])[CH:4]([CH2:5][C@@H:6]([OH:29])[C@@H:7]3[C@@H:23]2[CH2:22][CH2:21][C@@:20]2([CH3:28])[C@H:8]3[CH2:9][CH2:10][C@@H:11]2[C@H:12]([CH3:19])[CH2:13][CH2:14][C:15]([O:17][CH3:18])=[O:16])[CH2:3]1.N1C=CN=C1.[CH3:35][C:36]([Si:39](Cl)([C:46]1[CH:51]=[CH:50][CH:49]=[CH:48][CH:47]=1)[C:40]1[CH:45]=[CH:44][CH:43]=[CH:42][CH:41]=1)([CH3:38])[CH3:37]. Product: [Si:39]([O:1][C@@H:2]1[CH2:26][CH2:25][C@@:24]2([CH3:27])[CH:4]([CH2:5][C@@H:6]([OH:29])[C@@H:7]3[C@@H:23]2[CH2:22][CH2:21][C@@:20]2([CH3:28])[C@H:8]3[CH2:9][CH2:10][C@@H:11]2[C@H:12]([CH3:19])[CH2:13][CH2:14][C:15]([O:17][CH3:18])=[O:16])[CH2:3]1)([C:36]([CH3:38])([CH3:37])[CH3:35])([C:46]1[CH:47]=[CH:48][CH:49]=[CH:50][CH:51]=1)[C:40]1[CH:45]=[CH:44][CH:43]=[CH:42][CH:41]=1. The catalyst class is: 3. (3) Reactant: [C:1]1([C:7]2[CH:12]=[CH:11][C:10]([NH:13][C:14]([C:16]3[C:25](=[O:26])[C:24]4[C:19](=[CH:20][CH:21]=[CH:22][CH:23]=4)[NH:18][CH:17]=3)=[O:15])=[C:9]([CH3:27])[CH:8]=2)[CH2:6][CH2:5][CH2:4][CH2:3][CH:2]=1. Product: [CH:1]1([C:7]2[CH:12]=[CH:11][C:10]([NH:13][C:14]([C:16]3[C:25](=[O:26])[C:24]4[C:19](=[CH:20][CH:21]=[CH:22][CH:23]=4)[NH:18][CH:17]=3)=[O:15])=[C:9]([CH3:27])[CH:8]=2)[CH2:2][CH2:3][CH2:4][CH2:5][CH2:6]1. The catalyst class is: 45. (4) Reactant: [C:1]([C:5]1[CH:36]=[CH:35][C:8]([C:9]([NH:11][C:12]2[C:13]([CH3:34])=[C:14]([C:18]3[N:23]=[CH:22][N:21]=[C:20]([NH:24][C:25]4[CH:33]=[CH:32][C:28]([C:29]([OH:31])=O)=[CH:27][CH:26]=4)[N:19]=3)[CH:15]=[CH:16][CH:17]=2)=[O:10])=[CH:7][CH:6]=1)([CH3:4])([CH3:3])[CH3:2].[CH3:37][N:38]1[CH2:43][CH2:42][NH:41][CH2:40][CH2:39]1.C(Cl)CCl.O. Product: [C:1]([C:5]1[CH:6]=[CH:7][C:8]([C:9]([NH:11][C:12]2[CH:17]=[CH:16][CH:15]=[C:14]([C:18]3[N:19]=[C:20]([NH:24][C:25]4[CH:33]=[CH:32][C:28]([C:29]([N:41]5[CH2:42][CH2:43][N:38]([CH3:37])[CH2:39][CH2:40]5)=[O:31])=[CH:27][CH:26]=4)[N:21]=[CH:22][N:23]=3)[C:13]=2[CH3:34])=[O:10])=[CH:35][CH:36]=1)([CH3:4])([CH3:3])[CH3:2]. The catalyst class is: 3.